From a dataset of Reaction yield outcomes from USPTO patents with 853,638 reactions. Predict the reaction yield, written as a fraction of the theoretical maximum amount of product (1.0 means a 100% yield; for example, 0.34 means a 34% yield). (1) The reactants are Cl[CH2:2][C:3]([NH:5][C:6]1[N:7]=[C:8]2[CH:13]=[CH:12][C:11]([O:14][C:15]3[CH:16]=[C:17]([NH:21][C:22](=[O:33])[C:23]4[CH:28]=[CH:27][CH:26]=[C:25]([C:29]([F:32])([F:31])[F:30])[CH:24]=4)[CH:18]=[CH:19][CH:20]=3)=[N:10][N:9]2[CH:34]=1)=[O:4].[CH3:35][NH:36][CH3:37].C(=O)([O-])O.[Na+]. The catalyst is C(#N)C. The product is [CH3:35][N:36]([CH3:37])[CH2:2][C:3]([NH:5][C:6]1[N:7]=[C:8]2[CH:13]=[CH:12][C:11]([O:14][C:15]3[CH:16]=[C:17]([NH:21][C:22](=[O:33])[C:23]4[CH:28]=[CH:27][CH:26]=[C:25]([C:29]([F:32])([F:31])[F:30])[CH:24]=4)[CH:18]=[CH:19][CH:20]=3)=[N:10][N:9]2[CH:34]=1)=[O:4]. The yield is 0.700. (2) The reactants are Br[CH2:2][CH2:3][CH2:4][N:5]1[C:10]2[CH:11]=[CH:12][CH:13]=[CH:14][C:9]=2[CH2:8][N:7]([C:15]2[CH:20]=[CH:19][CH:18]=[CH:17][C:16]=2[F:21])[S:6]1(=[O:23])=[O:22].[CH3:24][NH2:25].C(=O)(O)[O-].[Na+]. The product is [F:21][C:16]1[CH:17]=[CH:18][CH:19]=[CH:20][C:15]=1[N:7]1[CH2:8][C:9]2[CH:14]=[CH:13][CH:12]=[CH:11][C:10]=2[N:5]([CH2:4][CH2:3][CH2:2][NH:25][CH3:24])[S:6]1(=[O:23])=[O:22]. The yield is 0.400. The catalyst is CO.